Dataset: Forward reaction prediction with 1.9M reactions from USPTO patents (1976-2016). Task: Predict the product of the given reaction. (1) Given the reactants [O:1]1[CH2:5][CH2:4][CH:3]([C:6]2[C:14]3[N:13]=[C:12]([C:15]4([CH2:21][NH2:22])[CH2:20][CH2:19][NH:18][CH2:17][CH2:16]4)[NH:11][C:10]=3[CH:9]=[CH:8][CH:7]=2)[CH2:2]1.Cl[C:24]1[C:25]2[CH:32]=[CH:31][NH:30][C:26]=2[N:27]=[CH:28][N:29]=1.C(N(CC)C(C)C)(C)C, predict the reaction product. The product is: [O:1]1[CH2:5][CH2:4][CH:3]([C:6]2[C:14]3[N:13]=[C:12]([C:15]4([CH2:21][NH2:22])[CH2:20][CH2:19][N:18]([C:24]5[C:25]6[CH:32]=[CH:31][NH:30][C:26]=6[N:27]=[CH:28][N:29]=5)[CH2:17][CH2:16]4)[NH:11][C:10]=3[CH:9]=[CH:8][CH:7]=2)[CH2:2]1. (2) Given the reactants Br[C:2]1[CH:3]=[N:4][C:5]([N:8]2[CH2:13][CH2:12][O:11][CH2:10][CH2:9]2)=[N:6][CH:7]=1.[I-:14].[Na+].CNCCNC, predict the reaction product. The product is: [I:14][C:2]1[CH:3]=[N:4][C:5]([N:8]2[CH2:13][CH2:12][O:11][CH2:10][CH2:9]2)=[N:6][CH:7]=1. (3) Given the reactants [C:1]([C:3]1[CH:4]=[C:5]([S:9]([N:12]2[C@H:17]([CH3:18])[CH2:16][N:15](CC3C=CC=CC=3)[CH2:14][C@@H:13]2[CH3:26])(=[O:11])=[O:10])[CH:6]=[CH:7][CH:8]=1)#[N:2].ClC(OC(Cl)C)=O, predict the reaction product. The product is: [C:1]([C:3]1[CH:4]=[C:5]([S:9]([N:12]2[C@H:17]([CH3:18])[CH2:16][NH:15][CH2:14][C@@H:13]2[CH3:26])(=[O:10])=[O:11])[CH:6]=[CH:7][CH:8]=1)#[N:2]. (4) Given the reactants [ClH:1].[N:2]1[CH:7]=[CH:6][CH:5]=[CH:4][C:3]=1[N:8]([CH2:32][CH2:33][C:34]([O:36][CH2:37][CH3:38])=[O:35])[C:9]([C:11]1[CH:31]=[CH:30][C:14]2[N:15]([CH3:29])[C:16]([CH2:18][NH:19][C:20]3[CH:25]=[CH:24][C:23]([C:26](=[NH:28])[NH2:27])=[CH:22][CH:21]=3)=[N:17][C:13]=2[CH:12]=1)=[O:10].Cl, predict the reaction product. The product is: [ClH:1].[N:2]1[CH:7]=[CH:6][CH:5]=[CH:4][C:3]=1[N:8]([CH2:32][CH2:33][C:34]([O:36][CH2:37][CH2:38][CH2:3][CH2:4][CH2:5][CH3:6])=[O:35])[C:9]([C:11]1[CH:31]=[CH:30][C:14]2[N:15]([CH3:29])[C:16]([CH2:18][NH:19][C:20]3[CH:25]=[CH:24][C:23]([C:26](=[NH:27])[NH2:28])=[CH:22][CH:21]=3)=[N:17][C:13]=2[CH:12]=1)=[O:10]. (5) The product is: [C:15]([C:17]1[CH:18]=[C:19]([NH:23][C:24]([NH:6][C:5]2[CH:7]=[CH:8][C:9]([C:10]3[O:14][CH:13]=[N:12][CH:11]=3)=[C:3]([O:2][CH3:1])[CH:4]=2)=[O:25])[CH:20]=[CH:21][CH:22]=1)#[N:16]. Given the reactants [CH3:1][O:2][C:3]1[CH:4]=[C:5]([CH:7]=[CH:8][C:9]=1[C:10]1[O:14][CH:13]=[N:12][CH:11]=1)[NH2:6].[C:15]([C:17]1[CH:18]=[C:19]([N:23]=[C:24]=[O:25])[CH:20]=[CH:21][CH:22]=1)#[N:16], predict the reaction product. (6) The product is: [CH3:4][C:3]([CH3:6])([CH3:5])[CH:2]([NH:1][C:18](=[O:19])[C:13]1[CH:14]=[CH:15][CH:16]=[CH:17][C:12]=1[CH3:21])[C:7]([OH:9])=[O:8]. Given the reactants [NH2:1][C@H:2]([C:7]([OH:9])=[O:8])[C:3]([CH3:6])([CH3:5])[CH3:4].[OH-].[Na+].[C:12]1([CH3:21])[C:13]([C:18](Cl)=[O:19])=[CH:14][CH:15]=[CH:16][CH:17]=1.Cl, predict the reaction product. (7) Given the reactants Cl[C:2]1[N:11]=[C:10]([NH:12][CH:13]2[CH2:18][CH2:17][N:16]([C:19]([O:21][C:22]([CH3:25])([CH3:24])[CH3:23])=[O:20])[CH2:15][CH2:14]2)[C:9]2[C:4](=[CH:5][CH:6]=[CH:7][CH:8]=2)[N:3]=1.[CH3:26][N:27]([CH2:29][CH2:30][CH2:31][NH2:32])[CH3:28], predict the reaction product. The product is: [CH3:26][N:27]([CH3:28])[CH2:29][CH2:30][CH2:31][NH:32][C:2]1[N:11]=[C:10]([NH:12][CH:13]2[CH2:18][CH2:17][N:16]([C:19]([O:21][C:22]([CH3:25])([CH3:24])[CH3:23])=[O:20])[CH2:15][CH2:14]2)[C:9]2[C:4](=[CH:5][CH:6]=[CH:7][CH:8]=2)[N:3]=1. (8) Given the reactants [CH3:1][O:2][C:3]1[CH:8]=[CH:7][C:6]([CH2:9][C:10]([C:12]2[CH:21]=[CH:20][CH:19]=[CH:18][C:13]=2[C:14]([NH:16]C)=[O:15])=O)=[CH:5][CH:4]=1.[NH2:22]N, predict the reaction product. The product is: [CH3:1][O:2][C:3]1[CH:8]=[CH:7][C:6]([CH2:9][C:10]2[C:12]3[C:13](=[CH:18][CH:19]=[CH:20][CH:21]=3)[C:14](=[O:15])[NH:16][N:22]=2)=[CH:5][CH:4]=1. (9) Given the reactants C[O:2][C:3]([C:5]1[CH:24]=[CH:23][C:8]2[N:9]([CH3:22])[C:10]([CH2:12][CH2:13][C:14]3[CH:19]=[CH:18][C:17]([C:20]#[N:21])=[CH:16][CH:15]=3)=[N:11][C:7]=2[CH:6]=1)=[O:4].[OH-].[Na+].Cl, predict the reaction product. The product is: [C:20]([C:17]1[CH:18]=[CH:19][C:14]([CH2:13][CH2:12][C:10]2[N:9]([CH3:22])[C:8]3[CH:23]=[CH:24][C:5]([C:3]([OH:4])=[O:2])=[CH:6][C:7]=3[N:11]=2)=[CH:15][CH:16]=1)#[N:21]. (10) Given the reactants [CH3:1][O:2][C:3]([C:5]1[S:6][C:7]([C:18]2[CH:23]=[CH:22][C:21]([F:24])=[CH:20][CH:19]=2)=[C:8]([C:10]2[CH:15]=[CH:14][C:13]([S:16][CH3:17])=[CH:12][CH:11]=2)[CH:9]=1)=[O:4].C1C=C(Cl)C=C(C(OO)=[O:33])C=1.CCOC(C)=O, predict the reaction product. The product is: [CH3:1][O:2][C:3]([C:5]1[S:6][C:7]([C:18]2[CH:19]=[CH:20][C:21]([F:24])=[CH:22][CH:23]=2)=[C:8]([C:10]2[CH:11]=[CH:12][C:13]([S:16]([CH3:17])=[O:33])=[CH:14][CH:15]=2)[CH:9]=1)=[O:4].